This data is from Catalyst prediction with 721,799 reactions and 888 catalyst types from USPTO. The task is: Predict which catalyst facilitates the given reaction. Product: [F:17][C:14]1[CH:15]=[CH:16][C:11]([C:3]2[C:2]([C:23]3[CH:22]=[CH:21][N:20]=[C:19]([F:18])[CH:24]=3)=[C:6]3[CH:7]=[CH:8][CH:9]=[CH:10][N:5]3[N:4]=2)=[CH:12][CH:13]=1. The catalyst class is: 558. Reactant: Br[C:2]1[C:3]([C:11]2[CH:16]=[CH:15][C:14]([F:17])=[CH:13][CH:12]=2)=[N:4][N:5]2[CH:10]=[CH:9][CH:8]=[CH:7][C:6]=12.[F:18][C:19]1[CH:24]=[C:23](B(O)O)[CH:22]=[CH:21][N:20]=1.C(=O)([O-])[O-].[Na+].[Na+].